From a dataset of Drug-target binding data from BindingDB using IC50 measurements. Regression. Given a target protein amino acid sequence and a drug SMILES string, predict the binding affinity score between them. We predict pIC50 (pIC50 = -log10(IC50 in M); higher means more potent). Dataset: bindingdb_ic50. (1) The small molecule is COc1ccc(C(=NNC(=O)NNC(=O)NCCCC(C)Nc2cc(OC)cc3cccnc23)c2ccc(OC)cc2)cc1. The target is SSSEEGLTCRGIPNSISI. The pIC50 is 4.1. (2) The small molecule is C[C@H]1[C@H](c2nccs2)OC(=O)N1c1cc(-c2cnc(N)nc2C(F)(F)F)nc(N2CCOCC2)n1. The target protein (A0A0G2K344) has sequence MPPRPSSGELWGIHLMPPRILVECLLPNGMIVTLECLREATLVTIKHELFKEARKYPLHQLLQDESSYIFVSVTQEAEREEFFDETRRLCDLRLFQPFLKVIEPVGNREEKILNREIGFVIGMPVCEFDMVKDPEVQDFRRNILNVCKEAVDLRDLNSPHSRAMYVYPPNVESSPELPKHIYNKLDKGQIIVVIWVIVSPNNDKQKYTLKINHDCVPEQVIAEAIRKKTRSMLLSSEQLKLCVLEYQGKYILKVCGCDEYFLEKYPLSQYKYIRSCIMLGRMPNLMLMAKESLYSQLPIDSFTMPSYSRRISTATPYMNGETATKSLWVINSALRIKILCATYVNVNIRDIDKIYVRTGIYHGGEPLCDNVNTQRVPCSNPRWNEWLNYDIYIPDLPRAARLCLSICSVKGRKGAKEEHCPLAWGNINLFDYTDTLVSGKMALNLWPVPHGLEDLLNPIGVTGSNPNKETPCLELEFDWFSSVVKFPDMSVIEEHANWSV.... The pIC50 is 7.5. (3) The drug is CC(=O)N1CCN(c2ccc(OC[C@@H]3CO[C@@](Cn4ccnc4)(c4ccc(Cl)cc4Cl)O3)cc2)CC1. The target protein (P15149) has sequence MLDTGLLLVVILASLSVMFLVSLWQQKIRERLPPGPTPLPFIGNYLQLNMKDVYSSITQLSERYGPVFTIHLGPRRIVVLYGYDAVKEALVDQAEEFSGRGELPTFNILFKGYGFSLSNVEQAKRIRRFTIATLRDFGVGKRDVQECILEEAGYLIKTLQGTCGAPIDPSIYLSKTVSNVINSIVFGNRFDYEDKEFLSLLEMIDEMNIFAASATGQLYDMFHSVMKYLPGPQQQIIKVTQKLEDFMIEKVRQNHSTLDPNSPRNFIDSFLIRMQEEKYVNSEFHMNNLVMSSLGLLFAGTGSVSSTLYHGFLLLMKHPDVEAKVHEEIERVIGRNRQPQYEDHMKMPYTQAVINEIQRFSNLAPLGIPRRIIKNTTFRGFFLPKGTDVFPIIGSLMTEPKFFPNHKDFNPQHFLDDKGQLKKNAAFLPFSIGKRFCLGDSLAKMELFLLLTTILQNFRFKFPMNLEDINEYPSPIGFTRIIPNYTMSFMPI. The pIC50 is 6.4. (4) The compound is O=C(O)c1cc(-c2ccc(F)c(F)c2)ncn1. The target protein (Q91WN4) has sequence MASSDTQGKRVAVIGGGLVGALNACFLAKRNFQVDVYEAREDIRVAKSARGRSINLALSYRGRQALKAIGLEDQIVSKGVPMKARMIHSLSGKKSAIPYGNKSQYILSISRENLNKDLLTAVESYANAKVHFGHKLSKCIPEEGVLTVLGPDKVPRDVTCDLVVGCDGAYSTVRAHLMKKPRFDYTQQYIPHGYMELTIPPKNGEYAMEPNCLHIWPRNAYMMIALPNMDKSFTCTLFMPFEEFERLPTRSDVLDFFQKNFPDAIPLMGEQALMRDFFLLPAQPMISVKCSPFHLKSHCVLMGDAAHAIVPFFGQGMNAGFEDCLVFDELMDKFNNNLSMCLPEFSRFRIPDDHAISDLSMYNYIEMRAHVNSRWFLFQKLLDKFLHAIMPSTFIPLYTMVAFTRIRYHEAVLRWHWQKKVINRGLFVLGSLIAIGGTYLLVHHLSLRPLEFLRRPAWMGTTGYWTRSTDISLQVPWSY. The pIC50 is 8.8. (5) The compound is O=C(Nc1ccc2c(c1)OCCO2)C(c1ccccc1F)n1c(=O)c(-c2ccco2)nc2ccccc21. The target protein (Q00G26) has sequence MSEEEAAQIPRSSVWEQDQQNVVQRVVALPLVRATCTAVCDVYSAAKDRHPLLGSACRLAENCVCGLTTRALDHAQPLLEHLQPQLATMNSLACRGLDKLEEKLPFLQQPSETVVTSAKDVVASSVTGVVDLARRGRRWSVELKRSVSHAVDVVLEKSEELVDHFLPMTEEELAALAAEAEGPEVGSVEDQRRQQGYFVRLGSLSARIRHLAYEHSVGKLRQSKHRAQDTLAQLQETLELIDHMQCGVTPTAPACPGKVHELWGEWGQRPPESRRRSQAELETLVLSRSLTQELQGTVEALESSVRGLPAGAQEKVAEVRRSVDALQTAFADARCFRDVPAAALAEGRGRVAHAHACVDELLELVVQAVPLPWLVGPFAPILVERPEPLPDLADLVDEVIGGPDPRWAHLDWPAQQRAWEAEHRDGSGNGDGDRMGVAGDICEQEPETPSCPVKHTLMPELDF. The pIC50 is 4.8. (6) The small molecule is CNc1cnccc1CN. The target protein (Q43077) has sequence MASTTTMRLALFSVLTLLSFHAVVSVTPLHVQHPLDPLTKEEFLAVQTIVQNKYPISNNRLAFHYIGLDDPEKDHVLRYETHPTLVSIPRKIFVVAIINSQTHEILINLRIRSIVSDNIHNGYGFPILSVDEQSLAIKLPLKYPPFIDSVKKRGLNLSEIVCSSFTMGWFGEEKNVRTVRLDCFMKESTVNIYVRPITGITIVADLDLMKIVEYHDRDIEAVPTAENTEYQVSKQSPPFGPKQHSLTSHQPQGPGFQINGHSVSWANWKFHIGFDVRAGIVISLASIYDLEKHKSRRVLYKGYISELFVPYQDPTEEFYFKTFFDSGEFGFGLSTVSLIPNRDCPPHAQFIDTYVHSANGTPILLKNAICVFEQYGNIMWRHTENGIPNESIEESRTEVNLIVRTIVTVGNYDNVIDWEFKASGSIKPSIALSGILEIKGTNIKHKDEIKEDLHGKLVSANSIGIYHDHFYIYYLDFDIDGTHNSFEKTSLKTVRIKDGS.... The pIC50 is 6.2. (7) The drug is O=C(Nc1cccc(C(F)(F)F)c1)c1ccc(CCNc2ncnc3ccsc23)cc1. The target protein (P97477) has sequence MDRCKENCVSRPVKTTVPFGPKRVLVTEQIPSQNLGSASSGQAQRVLCPSNSQRVPSQAQKLGAGQKPAPKQLPAASVPRPVSRLNNPQKNEQPAASGNDSEKEQASLQKTEDTKKRQWTLEDFDIGRPLGKGKFGNVYLARERQSKFILALKVLFKTQLEKANVEHQLRREVEIQSHLRHPNILRLYGYFHDATRVYLILEYAPLGTVYRELQKLSKFDEQRTATYITELANALSYCHSKRVIHRDIKPENLLLGSNGELKIADFGWSVHAPSSRRTTMCGTLDYLPPEMIEGRMHDEKVDLWSLGVLCYEFLVGMPPFEAHTYQETYRRISRVEFTFPDFVTEGARDLISRLLKHNASQRLTLAEVLEHPWIKANSSKPPTGHTSKEPTSKSS. The pIC50 is 4.7.